Dataset: Catalyst prediction with 721,799 reactions and 888 catalyst types from USPTO. Task: Predict which catalyst facilitates the given reaction. (1) Reactant: [N:1]([C@@H:4]([C@H:31]([C:39]1[CH:44]=[C:43]([F:45])[CH:42]=[C:41]([F:46])[CH:40]=1)[C:32]1[CH:37]=[CH:36][C:35]([F:38])=[CH:34][CH:33]=1)[C:5]([NH:7][C:8]1[CH:13]=[CH:12][CH:11]=[C:10]([F:14])[C:9]=1[CH2:15][CH2:16][CH:17]1[CH2:19][N@@:18]1[S:20]([C:23]1[CH:28]=[CH:27][C:26]([O:29][CH3:30])=[CH:25][CH:24]=1)(=[O:22])=[O:21])=[O:6])=[N+:2]=[N-:3].[NH2:47][CH2:48][C@H:49]([OH:51])[CH3:50]. Product: [N:1]([C@@H:4]([C@H:31]([C:39]1[CH:40]=[C:41]([F:46])[CH:42]=[C:43]([F:45])[CH:44]=1)[C:32]1[CH:33]=[CH:34][C:35]([F:38])=[CH:36][CH:37]=1)[C:5]([NH:7][C:8]1[CH:13]=[CH:12][CH:11]=[C:10]([F:14])[C:9]=1[CH2:15][CH2:16][C@H:17]([NH:18][S:20]([C:23]1[CH:24]=[CH:25][C:26]([O:29][CH3:30])=[CH:27][CH:28]=1)(=[O:21])=[O:22])[CH2:19][NH:47][CH2:48][C@@H:49]([OH:51])[CH3:50])=[O:6])=[N+:2]=[N-:3]. The catalyst class is: 325. (2) Reactant: [Cl:1][C:2]1[CH:3]=[C:4]([C:28]2[CH:33]=[CH:32][CH:31]=[C:30]([S:34]([CH3:37])(=[O:36])=[O:35])[CH:29]=2)[CH:5]=[CH:6][C:7]=1[N:8]1[CH:12]=[C:11]([C:13]([NH:15][C:16]([CH3:20])([CH3:19])[CH2:17]O)=O)[N:10]=[C:9]1[C:21]1[CH:26]=[CH:25][CH:24]=[CH:23][C:22]=1[Cl:27].C1C=CC=CC=1.P12(SP3(SP(SP(S3)(S1)=S)(=S)S2)=S)=[S:45]. Product: [Cl:1][C:2]1[CH:3]=[C:4]([C:28]2[CH:33]=[CH:32][CH:31]=[C:30]([S:34]([CH3:37])(=[O:36])=[O:35])[CH:29]=2)[CH:5]=[CH:6][C:7]=1[N:8]1[CH:12]=[C:11]([C:13]2[S:45][CH2:17][C:16]([CH3:20])([CH3:19])[N:15]=2)[N:10]=[C:9]1[C:21]1[CH:26]=[CH:25][CH:24]=[CH:23][C:22]=1[Cl:27]. The catalyst class is: 25. (3) Reactant: [CH3:1][C:2]1C(C#N)=[N:4][C:5]([C:8]2[CH:13]=[CH:12][CH:11]=[CH:10][CH:9]=2)=[CH:6][CH:7]=1.[OH-:16].[Na+].Cl.[CH2:19]([OH:21])[CH3:20]. Product: [CH3:1][C:2]1[C:20]([C:19]([OH:16])=[O:21])=[N:4][C:5]([C:8]2[CH:13]=[CH:12][CH:11]=[CH:10][CH:9]=2)=[CH:6][CH:7]=1. The catalyst class is: 6. (4) Reactant: [Br:1][C:2]1[C:3]([O:9][CH3:10])=[CH:4][C:5]([OH:8])=[N:6][CH:7]=1.Cl[C:12]([F:17])([F:16])C([O-])=O.[Na+].C([O-])([O-])=O.[Cs+].[Cs+]. Product: [Br:1][C:2]1[C:3]([O:9][CH3:10])=[CH:4][C:5]([O:8][CH:12]([F:17])[F:16])=[N:6][CH:7]=1. The catalyst class is: 3. (5) Reactant: C1(OC)C=CC=CC=1.[Cl:9][C:10]1[C:15]([N:16]2[CH2:21][CH2:20][N:19]([CH:22]3[CH2:25][O:24][CH2:23]3)[CH2:18][CH2:17]2)=[CH:14][C:13]([CH:26]([F:28])[F:27])=[CH:12][C:11]=1[N:29](CC1C=CC(OC)=CC=1)C(=O)OC(C)(C)C.C(O)(C(F)(F)F)=O. Product: [Cl:9][C:10]1[C:15]([N:16]2[CH2:17][CH2:18][N:19]([CH:22]3[CH2:25][O:24][CH2:23]3)[CH2:20][CH2:21]2)=[CH:14][C:13]([CH:26]([F:28])[F:27])=[CH:12][C:11]=1[NH2:29]. The catalyst class is: 26. (6) Reactant: Br[CH:2]([CH:14]([CH3:16])[CH3:15])[CH2:3][N-:4][C:5]1[CH:10]=[C:9]([CH3:11])[CH:8]=[C:7]([Cl:12])[C:6]=1[OH:13].C(=O)([O-])[O-:18].[K+].[K+].Cl.O. Product: [Cl:12][C:7]1[C:6]2[O:13][CH:2]([CH:14]([CH3:16])[CH3:15])[C:3](=[O:18])[NH:4][C:5]=2[CH:10]=[C:9]([CH3:11])[CH:8]=1. The catalyst class is: 9. (7) The catalyst class is: 3. Reactant: [H-].[Na+].[Cl:3][C:4]1[CH:5]=[C:6]([OH:25])[CH:7]=[CH:8][C:9]=1[CH:10]([CH3:24])[C:11]([OH:23])([C:16]1[CH:21]=[CH:20][N:19]=[C:18]([CH3:22])[CH:17]=1)[C:12]([F:15])([F:14])[F:13].Br[CH2:27][CH2:28][C:29]1[CH:34]=[CH:33][CH:32]=[CH:31][CH:30]=1. Product: [Cl:3][C:4]1[CH:5]=[C:6]([O:25][CH2:27][CH2:28][C:29]2[CH:34]=[CH:33][CH:32]=[CH:31][CH:30]=2)[CH:7]=[CH:8][C:9]=1[CH:10]([CH3:24])[C:11]([C:16]1[CH:21]=[CH:20][N:19]=[C:18]([CH3:22])[CH:17]=1)([OH:23])[C:12]([F:15])([F:13])[F:14]. (8) Reactant: [CH:1](/[C:6]1[CH:11]=[CH:10][C:9]([C:12]2([C:18]#[N:19])[CH2:17][CH2:16][CH2:15][CH2:14][CH2:13]2)=[CH:8][CH:7]=1)=[CH:2]\[CH2:3][CH2:4][CH3:5].[H-].[Al+3].[Li+].[H-].[H-].[H-].CCOCC. Product: [CH:1](/[C:6]1[CH:11]=[CH:10][C:9]([C:12]2([CH2:18][NH2:19])[CH2:13][CH2:14][CH2:15][CH2:16][CH2:17]2)=[CH:8][CH:7]=1)=[CH:2]\[CH2:3][CH2:4][CH3:5]. The catalyst class is: 7.